This data is from Reaction yield outcomes from USPTO patents with 853,638 reactions. The task is: Predict the reaction yield, written as a fraction of the theoretical maximum amount of product (1.0 means a 100% yield; for example, 0.34 means a 34% yield). (1) The reactants are [C:1]([O:5][C:6]([N:8]1[CH2:13][CH2:12][CH:11]([N:14]2[C:18]3[CH:19]=[CH:20][CH:21]=[CH:22][C:17]=3[NH:16][C:15]2=[O:23])[CH2:10][CH2:9]1)=[O:7])([CH3:4])([CH3:3])[CH3:2].C[Si]([N-][Si](C)(C)C)(C)C.[K+].Br[CH2:35][C:36]#[N:37]. The product is [C:1]([O:5][C:6]([N:8]1[CH2:13][CH2:12][CH:11]([N:14]2[C:18]3[CH:19]=[CH:20][CH:21]=[CH:22][C:17]=3[N:16]([CH2:35][C:36]#[N:37])[C:15]2=[O:23])[CH2:10][CH2:9]1)=[O:7])([CH3:4])([CH3:2])[CH3:3]. The yield is 0.670. The catalyst is C1COCC1. (2) The reactants are [CH2:1]([N:8]1[CH2:13][CH2:12][N:11]2[C:14](Br)=[N:15][CH:16]=[C:10]2[CH2:9]1)[C:2]1[CH:7]=[CH:6][CH:5]=[CH:4][CH:3]=1.C(N1CCN2C=NC=C2C1)C1C=CC=CC=1.C([Li])CCC.[Br:39]Br. The catalyst is C1COCC1.O. The product is [CH2:1]([N:8]1[CH2:13][CH2:12][N:11]2[CH:14]=[N:15][C:16]([Br:39])=[C:10]2[CH2:9]1)[C:2]1[CH:7]=[CH:6][CH:5]=[CH:4][CH:3]=1. The yield is 0.182. (3) The reactants are [CH3:13][C:12]([O:11][C:9](O[C:9]([O:11][C:12]([CH3:15])([CH3:14])[CH3:13])=[O:10])=[O:10])([CH3:15])[CH3:14].C1COCC1.[NH2:21][C@H:22]([C:25]1[CH:30]=[CH:29][CH:28]=[CH:27][CH:26]=1)[CH2:23][OH:24]. The catalyst is CCOC(C)=O.Cl. The product is [OH:24][CH2:23][C@H:22]([NH:21][C:9](=[O:10])[O:11][C:12]([CH3:13])([CH3:14])[CH3:15])[C:25]1[CH:30]=[CH:29][CH:28]=[CH:27][CH:26]=1. The yield is 0.630. (4) The reactants are [NH2:1][C@H:2]([CH:6]([CH3:8])[CH3:7])[C:3]([OH:5])=[O:4].C(=O)(O)[O-].[Na+].[C:14](O[C:14]([O:16][C:17]([CH3:20])([CH3:19])[CH3:18])=[O:15])([O:16][C:17]([CH3:20])([CH3:19])[CH3:18])=[O:15]. The catalyst is O. The product is [C:17]([O:16][C:14]([NH:1][C@H:2]([CH:6]([CH3:8])[CH3:7])[C:3]([OH:5])=[O:4])=[O:15])([CH3:20])([CH3:19])[CH3:18]. The yield is 0.473. (5) The reactants are Cl.[F:2][C:3]1[CH:58]=[N:57][C:6]2[N:7]([C:32]3[CH:33]=[C:34]([C:38]4[CH:43]=[CH:42][C:41]([CH2:44][NH:45][CH2:46][CH2:47][N:48](C)[C:49](=O)OC(C)(C)C)=[CH:40][CH:39]=4)[CH:35]=[CH:36][CH:37]=3)[C:8](=[O:31])[N:9]([C@H:12]3[CH2:17][CH2:16][C@@H:15]([NH:18][C:19]([C:21]4[N:22]=[C:23]5[CH:28]=[CH:27][C:26]([F:29])=[CH:25][N:24]5[CH:30]=4)=[O:20])[CH2:14][CH2:13]3)[C:10](=[O:11])[C:5]=2[CH:4]=1.C(O)(=O)C. The catalyst is O1CCOCC1.CO. The product is [F:29][C:26]1[CH:27]=[CH:28][C:23]2[N:24]([CH:30]=[C:21]([C:19]([NH:18][C@H:15]3[CH2:14][CH2:13][C@@H:12]([N:9]4[C:10](=[O:11])[C:5]5[CH:4]=[C:3]([F:2])[CH:58]=[N:57][C:6]=5[N:7]([C:32]5[CH:33]=[C:34]([C:38]6[CH:39]=[CH:40][C:41]([CH2:44][NH:45][CH2:46][CH2:47][NH:48][CH3:49])=[CH:42][CH:43]=6)[CH:35]=[CH:36][CH:37]=5)[C:8]4=[O:31])[CH2:17][CH2:16]3)=[O:20])[N:22]=2)[CH:25]=1. The yield is 0.420.